This data is from Peptide-MHC class II binding affinity with 134,281 pairs from IEDB. The task is: Regression. Given a peptide amino acid sequence and an MHC pseudo amino acid sequence, predict their binding affinity value. This is MHC class II binding data. (1) The peptide sequence is KALWIIFSQNMNIKL. The MHC is DRB1_0802 with pseudo-sequence DRB1_0802. The binding affinity (normalized) is 0.302. (2) The peptide sequence is EKWYFAATQFEPLAA. The MHC is DRB1_1602 with pseudo-sequence DRB1_1602. The binding affinity (normalized) is 0.431.